Dataset: Reaction yield outcomes from USPTO patents with 853,638 reactions. Task: Predict the reaction yield, written as a fraction of the theoretical maximum amount of product (1.0 means a 100% yield; for example, 0.34 means a 34% yield). (1) The reactants are [CH:1]1([NH:4][C:5]([C:7]2[CH:8]=[C:9]([F:31])[C:10]([CH3:30])=[C:11]([C:13]3[C:14]([C:27]([OH:29])=O)=[CH:15][C:16]([C:19]([NH:21][CH2:22][C:23]([CH3:26])([CH3:25])[CH3:24])=[O:20])=[CH:17][CH:18]=3)[CH:12]=2)=[O:6])[CH2:3][CH2:2]1.CN(C(ON1N=NC2C=CC=CC1=2)=[N+](C)C)C.F[P-](F)(F)(F)(F)F.CCN(CC)CC.[C:63]1([CH2:69][CH2:70][CH2:71][CH2:72][NH2:73])[CH:68]=[CH:67][CH:66]=[CH:65][CH:64]=1. The catalyst is CN(C=O)C. The product is [CH:1]1([NH:4][C:5]([C:7]2[CH:12]=[C:11]([C:13]3[C:14]([C:27]([NH:73][CH2:72][CH2:71][CH2:70][CH2:69][C:63]4[CH:68]=[CH:67][CH:66]=[CH:65][CH:64]=4)=[O:29])=[CH:15][C:16]([C:19]([NH:21][CH2:22][C:23]([CH3:26])([CH3:24])[CH3:25])=[O:20])=[CH:17][CH:18]=3)[C:10]([CH3:30])=[C:9]([F:31])[CH:8]=2)=[O:6])[CH2:3][CH2:2]1. The yield is 0.590. (2) The reactants are [CH3:1][CH:2]([CH3:18])[CH2:3][C@H:4]([NH2:17])[C:5]1[CH:10]=[CH:9][CH:8]=[CH:7][C:6]=1[N:11]1[CH2:16][CH2:15][CH2:14][CH2:13][CH2:12]1.[CH2:19]([O:21][C:22]1[CH:23]=[C:24]([CH2:33][C:34](O)=[O:35])[CH:25]=[CH:26][C:27]=1[C:28]([O:30][CH2:31][CH3:32])=[O:29])[CH3:20].B(O)(O)O. The catalyst is C1(C)C=CC=CC=1. The product is [CH2:19]([O:21][C:22]1[CH:23]=[C:24]([CH2:33][C:34]([NH:17][C@H:4]([C:5]2[CH:10]=[CH:9][CH:8]=[CH:7][C:6]=2[N:11]2[CH2:16][CH2:15][CH2:14][CH2:13][CH2:12]2)[CH2:3][CH:2]([CH3:18])[CH3:1])=[O:35])[CH:25]=[CH:26][C:27]=1[C:28]([O:30][CH2:31][CH3:32])=[O:29])[CH3:20]. The yield is 0.733. (3) The reactants are [NH2:1][C:2]([NH2:4])=[S:3].Br[CH:6]([C:12](=O)[CH2:13][CH3:14])[C:7]([O:9][CH2:10][CH3:11])=[O:8].[NH4+].[OH-]. The catalyst is C(O)C. The product is [NH2:1][C:2]1[S:3][C:6]([C:7]([O:9][CH2:10][CH3:11])=[O:8])=[C:12]([CH2:13][CH3:14])[N:4]=1. The yield is 0.940. (4) The yield is 0.780. The product is [F:12][C:8]1[CH:7]=[C:4]([CH2:5][OH:6])[CH:3]=[C:2]([F:1])[C:9]=1[S:10][CH3:11]. The reactants are [F:1][C:2]1[CH:3]=[C:4]([CH:7]=[C:8]([F:12])[C:9]=1[S:10][CH3:11])[CH:5]=[O:6].[BH4-].[Na+].Cl.O. The catalyst is C1COCC1. (5) The reactants are Cl.[CH2:2]([O:9][NH2:10])[C:3]1[CH:8]=[CH:7][CH:6]=[CH:5][CH:4]=1.Br[CH2:12][C:13]([O:15][C:16]([CH3:19])([CH3:18])[CH3:17])=[O:14].C(=O)([O-])[O-].[K+].[K+]. The catalyst is CN(C=O)C. The product is [C:16]([O:15][C:13](=[O:14])[CH2:12][NH:10][O:9][CH2:2][C:3]1[CH:8]=[CH:7][CH:6]=[CH:5][CH:4]=1)([CH3:19])([CH3:18])[CH3:17]. The yield is 0.790. (6) The reactants are CS(O[CH:6]([C:24]1[CH:29]=[CH:28][C:27]([N+:30]([O-:32])=[O:31])=[CH:26][CH:25]=1)[CH2:7][CH2:8][CH:9](OS(C)(=O)=O)[C:10]1[CH:15]=[CH:14][C:13]([N+:16]([O-:18])=[O:17])=[CH:12][CH:11]=1)(=O)=O.[F:33][C:34]1[CH:40]=[CH:39][C:37]([NH2:38])=[CH:36][CH:35]=1. No catalyst specified. The product is [F:33][C:34]1[CH:40]=[CH:39][C:37]([N:38]2[CH:9]([C:10]3[CH:15]=[CH:14][C:13]([N+:16]([O-:18])=[O:17])=[CH:12][CH:11]=3)[CH2:8][CH2:7][CH:6]2[C:24]2[CH:29]=[CH:28][C:27]([N+:30]([O-:32])=[O:31])=[CH:26][CH:25]=2)=[CH:36][CH:35]=1. The yield is 1.00. (7) The reactants are [I:1][C:2]1[CH:3]=[C:4]2[C:8](=[CH:9][CH:10]=1)[NH:7][N:6]=[CH:5]2.[CH3:11][O:12][CH:13]([O:16][CH3:17])[CH2:14]Br.C([O-])([O-])=O.[Cs+].[Cs+]. The catalyst is CS(C)=O.O.CCOC(C)=O. The product is [CH3:11][O:12][CH:13]([O:16][CH3:17])[CH2:14][N:7]1[C:8]2[C:4](=[CH:3][C:2]([I:1])=[CH:10][CH:9]=2)[CH:5]=[N:6]1. The yield is 0.460.